The task is: Regression/Classification. Given a drug SMILES string, predict its absorption, distribution, metabolism, or excretion properties. Task type varies by dataset: regression for continuous measurements (e.g., permeability, clearance, half-life) or binary classification for categorical outcomes (e.g., BBB penetration, CYP inhibition). Dataset: pampa_ncats.. This data is from PAMPA (Parallel Artificial Membrane Permeability Assay) permeability data from NCATS. The compound is C1CN(C2=CC=CC=C21)C3=NC=NC(=C3[N+](=O)[O-])N. The result is 1 (high permeability).